Dataset: Reaction yield outcomes from USPTO patents with 853,638 reactions. Task: Predict the reaction yield, written as a fraction of the theoretical maximum amount of product (1.0 means a 100% yield; for example, 0.34 means a 34% yield). (1) The reactants are [F:1][C:2]([F:24])([F:23])[C:3]1[CH:8]=[CH:7][C:6]([C:9]([C:11]([C:13]2[CH:18]=[CH:17][C:16]([C:19]([F:22])([F:21])[F:20])=[CH:15][CH:14]=2)=O)=O)=[CH:5][CH:4]=1.[NH2:25][CH2:26][CH:27]([NH2:29])[CH3:28]. The catalyst is C(O)C. The product is [CH3:28][CH:27]1[CH2:26][N:25]=[C:9]([C:6]2[CH:7]=[CH:8][C:3]([C:2]([F:24])([F:23])[F:1])=[CH:4][CH:5]=2)[C:11]([C:13]2[CH:18]=[CH:17][C:16]([C:19]([F:22])([F:21])[F:20])=[CH:15][CH:14]=2)=[N:29]1. The yield is 0.870. (2) The reactants are [Si:1]([O:8][CH2:9][CH2:10][C:11]#[N:12])([C:4]([CH3:7])([CH3:6])[CH3:5])([CH3:3])[CH3:2].[CH2:13]([Mg]Br)[CH3:14].B(F)(F)F.CCOCC. The catalyst is CCOCC.C([O-])(C)C.C([O-])(C)C.C([O-])(C)C.C([O-])(C)C.[Ti+4]. The product is [Si:1]([O:8][CH2:9][CH2:10][C:11]1([NH2:12])[CH2:14][CH2:13]1)([C:4]([CH3:7])([CH3:6])[CH3:5])([CH3:3])[CH3:2]. The yield is 0.300. (3) The reactants are [Br:1][C:2]1[CH:3]=[C:4]2[C:9](=[CH:10][CH:11]=1)[CH:8](O)[CH2:7][CH2:6][CH2:5]2.C1(C)C=CC(S(O)(=O)=O)=CC=1. The catalyst is C1C=CC=CC=1. The product is [Br:1][C:2]1[CH:3]=[C:4]2[C:9]([CH:8]=[CH:7][CH2:6][CH2:5]2)=[CH:10][CH:11]=1. The yield is 0.950.